This data is from Forward reaction prediction with 1.9M reactions from USPTO patents (1976-2016). The task is: Predict the product of the given reaction. (1) Given the reactants [OH:1][C:2]1[CH:11]=[CH:10][CH:9]=[C:8]2[C:3]=1[CH2:4][CH2:5][CH2:6][C:7]2=[O:12].C(N(CC)CC)C.[C:20](Cl)(=[O:25])[C:21]([CH3:24])([CH3:23])[CH3:22].O, predict the reaction product. The product is: [C:20]([O:1][C:2]1[C:3]2[CH2:4][CH2:5][CH2:6][C:7](=[O:12])[C:8]=2[CH:9]=[CH:10][CH:11]=1)(=[O:25])[C:21]([CH3:24])([CH3:23])[CH3:22]. (2) The product is: [CH2:17]([N:10]1[C:5]2[C:6](=[N:7][C:2]([Cl:1])=[CH:3][CH:4]=2)[CH:8]=[CH:9]1)[C:18]1[CH:23]=[CH:22][CH:21]=[CH:20][CH:19]=1. Given the reactants [Cl:1][C:2]1[N:7]=[C:6]2[CH:8]=[CH:9][NH:10][C:5]2=[CH:4][CH:3]=1.C([O-])([O-])=O.[K+].[K+].[CH2:17](Br)[C:18]1[CH:23]=[CH:22][CH:21]=[CH:20][CH:19]=1, predict the reaction product. (3) Given the reactants C(O[C:6](=[O:25])[NH:7][C@H:8]([CH:13]([C:15](=[O:24])[NH:16][CH2:17][C:18]1[CH:23]=[CH:22][CH:21]=[CH:20][CH:19]=1)[OH:14])[CH2:9][CH2:10][CH2:11][CH3:12])(C)(C)C.FC(F)(F)C(O)=O.[NH:33]1[C:41]2[C:36](=[CH:37][CH:38]=[CH:39][CH:40]=2)[C:35]([CH2:42][C@H:43]([NH:47][C:48](=[O:61])[C@@H:49]([NH:51][C:52](=[O:60])[CH2:53][N:54]2[CH2:59][CH2:58][O:57][CH2:56][CH2:55]2)[CH3:50])C(O)=O)=[CH:34]1.C(N(CC)C(C)C)(C)C.CN(C(ON1N=NC2C=CC=NC1=2)=[N+](C)C)C.F[P-](F)(F)(F)(F)F, predict the reaction product. The product is: [CH2:17]([NH:16][C:15](=[O:24])[C@@H:13]([OH:14])[CH:8]([NH:7][C:6](=[O:25])[C@@H:43]([NH:47][C:48](=[O:61])[C@@H:49]([NH:51][C:52](=[O:60])[CH2:53][N:54]1[CH2:59][CH2:58][O:57][CH2:56][CH2:55]1)[CH3:50])[CH2:42][C:35]1[C:36]2[C:41](=[CH:40][CH:39]=[CH:38][CH:37]=2)[NH:33][CH:34]=1)[CH2:9][CH2:10][CH2:11][CH3:12])[C:18]1[CH:19]=[CH:20][CH:21]=[CH:22][CH:23]=1.